Dataset: M1 muscarinic receptor antagonist screen with 61,756 compounds. Task: Binary Classification. Given a drug SMILES string, predict its activity (active/inactive) in a high-throughput screening assay against a specified biological target. (1) The molecule is Brc1cc(COC(=O)c2cn(c3nc(ccc3c2=O)C)CC)ccc1. The result is 0 (inactive). (2) The drug is S1CC(=O)N(CCNC(=O)CSc2sc(nn2)C)C1=O. The result is 0 (inactive).